From a dataset of Forward reaction prediction with 1.9M reactions from USPTO patents (1976-2016). Predict the product of the given reaction. (1) Given the reactants [Cl:1][S:2]([OH:5])(=O)=[O:3].[C:6]([NH:9][C:10]1[S:11][CH:12]=[CH:13][C:14]=1[C:15]([NH2:17])=[O:16])(=[O:8])[CH3:7], predict the reaction product. The product is: [C:6]([NH:9][C:10]1[S:11][C:12]([S:2]([Cl:1])(=[O:5])=[O:3])=[CH:13][C:14]=1[C:15](=[O:16])[NH2:17])(=[O:8])[CH3:7]. (2) The product is: [F:1][C:2]1[CH:7]=[C:6]([C:25]2[CH:30]=[CH:29][CH:28]=[CH:27][C:26]=2[CH3:31])[CH:5]=[CH:4][C:3]=1[C:17]1[N:18]=[CH:19][C:20]([NH2:23])=[N:21][CH:22]=1. Given the reactants [F:1][C:2]1[CH:7]=[C:6](B2OC(C)(C)C(C)(C)O2)[CH:5]=[CH:4][C:3]=1[C:17]1[N:18]=[CH:19][C:20]([NH2:23])=[N:21][CH:22]=1.Br[C:25]1[CH:30]=[CH:29][CH:28]=[CH:27][C:26]=1[CH3:31], predict the reaction product. (3) Given the reactants [F:1][C:2]1[CH:3]=[C:4]([NH2:18])[CH:5]=[CH:6][C:7]=1[C:8]1[N:12]([CH3:13])[N:11]=[C:10]([C:14]([F:17])([F:16])[F:15])[CH:9]=1.[F:19][C:20]1[C:28]([F:29])=[CH:27][CH:26]=[C:25]([F:30])[C:21]=1[C:22](Cl)=[O:23].CCN(C(C)C)C(C)C.C([O-])(O)=O.[Na+].C(Cl)Cl, predict the reaction product. The product is: [F:1][C:2]1[CH:3]=[C:4]([NH:18][C:22]([C:21]2[C:25]([F:30])=[CH:26][CH:27]=[C:28]([F:29])[C:20]=2[F:19])=[O:23])[CH:5]=[CH:6][C:7]=1[C:8]1[N:12]([CH3:13])[N:11]=[C:10]([C:14]([F:16])([F:17])[F:15])[CH:9]=1. (4) Given the reactants Cl[C:2]([O:4][C:5]1[CH:10]=[CH:9][CH:8]=[CH:7]C=1)=O.N[C:12]1SC(Br)=NN=1, predict the reaction product. The product is: [CH3:10][CH2:5][O:4][CH2:2][CH3:12].[CH3:5][CH2:10][CH2:9][CH:8]([CH3:7])[CH3:12]. (5) Given the reactants [F:1][C:2]1[CH:7]=[CH:6][C:5]([CH:8]=[C:9]([C:12]2[CH:17]=[CH:16][N:15]=[CH:14][CH:13]=2)[C:10]#[N:11])=[CH:4][CH:3]=1.[N+]([CH2:20][C:21]([O:23][CH3:24])=[O:22])#[C-].CC(C)([O-])C.[K+], predict the reaction product. The product is: [CH3:24][O:23][C:21]([C:20]1[NH:11][CH:10]=[C:9]([C:12]2[CH:17]=[CH:16][N:15]=[CH:14][CH:13]=2)[C:8]=1[C:5]1[CH:4]=[CH:3][C:2]([F:1])=[CH:7][CH:6]=1)=[O:22]. (6) Given the reactants [F:1][C:2]1[CH:3]=[C:4]([C@:13]2([NH:23][C:24](=[O:33])[C:25]3[CH:30]=[CH:29][C:28]([CH2:31][OH:32])=[CH:27][CH:26]=3)[C:18]3=[N:19][CH:20]=[CH:21][CH:22]=[C:17]3[O:16][CH2:15][CH2:14]2)[CH:5]=[CH:6][C:7]=1[O:8][C:9]([F:12])([F:11])[F:10].CC(OI1(OC(C)=O)(OC(C)=O)OC(=O)C2C=CC=CC1=2)=O.[O-]S([O-])(=S)=O.[Na+].[Na+], predict the reaction product. The product is: [F:1][C:2]1[CH:3]=[C:4]([C@:13]2([NH:23][C:24](=[O:33])[C:25]3[CH:26]=[CH:27][C:28]([CH:31]=[O:32])=[CH:29][CH:30]=3)[C:18]3=[N:19][CH:20]=[CH:21][CH:22]=[C:17]3[O:16][CH2:15][CH2:14]2)[CH:5]=[CH:6][C:7]=1[O:8][C:9]([F:11])([F:12])[F:10]. (7) Given the reactants C(N(CC)CC)C.[CH:8]1([C:12](Cl)=[O:13])[CH2:11][CH2:10][CH2:9]1.[CH3:15][C:16]1([CH3:40])[CH2:25][CH2:24][C:23]([CH3:27])([CH3:26])[C:22]2[CH:21]=[C:20]([C:28]([O:30][CH2:31][CH2:32][C:33]3[CH:38]=[CH:37][C:36]([NH2:39])=[CH:35][CH:34]=3)=[O:29])[CH:19]=[CH:18][C:17]1=2, predict the reaction product. The product is: [CH3:15][C:16]1([CH3:40])[CH2:25][CH2:24][C:23]([CH3:26])([CH3:27])[C:22]2[CH:21]=[C:20]([C:28]([O:30][CH2:31][CH2:32][C:33]3[CH:34]=[CH:35][C:36]([NH:39][C:12]([CH:8]4[CH2:11][CH2:10][CH2:9]4)=[O:13])=[CH:37][CH:38]=3)=[O:29])[CH:19]=[CH:18][C:17]1=2. (8) Given the reactants Cl[C:2]1[C:3]2[C:10]3[CH2:11][CH2:12][CH:13]([C:15]([N:17]([CH3:19])[CH3:18])=[O:16])[CH2:14][C:9]=3[S:8][C:4]=2[N:5]=[CH:6][N:7]=1.[NH2:20][C:21]1[C:30]([O:31][CH3:32])=[CH:29][C:24]2[NH:25][C:26](=[O:28])[S:27][C:23]=2[CH:22]=1, predict the reaction product. The product is: [CH3:32][O:31][C:30]1[C:21]([NH:20][C:2]2[C:3]3[C:10]4[CH2:11][CH2:12][CH:13]([C:15]([N:17]([CH3:19])[CH3:18])=[O:16])[CH2:14][C:9]=4[S:8][C:4]=3[N:5]=[CH:6][N:7]=2)=[CH:22][C:23]2[S:27][C:26](=[O:28])[NH:25][C:24]=2[CH:29]=1. (9) Given the reactants [CH2:1]([O:8][CH:9]([C:14]([O:16]C)=O)[C:10](OC)=[O:11])[C:2]1[CH:7]=[CH:6][CH:5]=[CH:4][CH:3]=1.C[O-].[Na+].Cl.[CH:22]([NH2:24])=[NH:23].Cl, predict the reaction product. The product is: [CH2:1]([O:8][C:9]1[C:14]([OH:16])=[N:23][CH:22]=[N:24][C:10]=1[OH:11])[C:2]1[CH:7]=[CH:6][CH:5]=[CH:4][CH:3]=1. (10) The product is: [NH2:21][C:20]1[S:22][C:16](=[CH:28][C:30]2[N:31]=[C:32]3[C:37](=[CH:38][CH:39]=2)[N:36]=[CH:35][C:34]([C:40]#[N:41])=[C:33]3[O:42][CH:43]([CH3:45])[CH3:44])[C:17](=[O:18])[N:19]=1. Given the reactants COC1C=CC(/C=[C:16]2/[C:17]([NH:19][C:20]([S:22]/2)=[NH:21])=[O:18])=CC=1OC1CCCC1.C(O[Na])(C)=O.[CH:28]([C:30]1[N:31]=[C:32]2[C:37](=[CH:38][CH:39]=1)[N:36]=[CH:35][C:34]([C:40]#[N:41])=[C:33]2[O:42][CH:43]([CH3:45])[CH3:44])=O, predict the reaction product.